From a dataset of Peptide-MHC class I binding affinity with 185,985 pairs from IEDB/IMGT. Regression. Given a peptide amino acid sequence and an MHC pseudo amino acid sequence, predict their binding affinity value. This is MHC class I binding data. (1) The peptide sequence is ITGQIIFGF. The MHC is HLA-B15:01 with pseudo-sequence HLA-B15:01. The binding affinity (normalized) is 0.0847. (2) The peptide sequence is EIINNGISY. The MHC is HLA-B18:01 with pseudo-sequence HLA-B18:01. The binding affinity (normalized) is 0.0847. (3) The peptide sequence is YIDISDVKV. The binding affinity (normalized) is 0.320. The MHC is HLA-A68:02 with pseudo-sequence HLA-A68:02. (4) The peptide sequence is LPQHLTLRAQ. The MHC is HLA-B35:01 with pseudo-sequence HLA-B35:01. The binding affinity (normalized) is 0.422. (5) The peptide sequence is HVTGRWNWW. The MHC is HLA-A80:01 with pseudo-sequence HLA-A80:01. The binding affinity (normalized) is 0.0847.